This data is from Catalyst prediction with 721,799 reactions and 888 catalyst types from USPTO. The task is: Predict which catalyst facilitates the given reaction. (1) Reactant: [CH2:1]([N:5]1[C:9]2[N:10]=[C:11]([C:15]3[CH:20]=[CH:19][C:18]([C:21]([F:24])([F:23])[F:22])=[CH:17][CH:16]=3)[NH:12][C:13](=[O:14])[C:8]=2[CH:7]=[CH:6]1)CC=C.[Mn]([O-])(=O)(=O)=[O:26].[K+].[CH3:31][C:32]([CH3:34])=[O:33]. The catalyst class is: 6. Product: [OH:33][CH:32]([CH2:34][OH:26])[CH2:31][CH2:1][N:5]1[C:9]2[N:10]=[C:11]([C:15]3[CH:20]=[CH:19][C:18]([C:21]([F:24])([F:23])[F:22])=[CH:17][CH:16]=3)[NH:12][C:13](=[O:14])[C:8]=2[CH:7]=[CH:6]1. (2) Reactant: [Cl:1][C:2]1[CH:3]=[CH:4][C:5]([CH3:15])=[C:6]([C:8]2[NH:9][CH:10]=[CH:11][C:12]=2[C:13]#[N:14])[CH:7]=1.C1C(=O)N([Br:23])C(=O)C1. Product: [Br:23][C:10]1[NH:9][C:8]([C:6]2[CH:7]=[C:2]([Cl:1])[CH:3]=[CH:4][C:5]=2[CH3:15])=[C:12]([C:13]#[N:14])[CH:11]=1. The catalyst class is: 10. (3) Reactant: [CH3:1][O:2][C:3]1[CH:24]=[C:23]([O:25][CH:26]2[CH2:31][CH2:30][CH2:29][CH2:28][O:27]2)[CH:22]=[CH:21][C:4]=1[CH2:5][NH:6][C:7]1[CH:12]=[CH:11][C:10]([O:13][CH2:14][CH2:15][N:16]2[CH2:20][CH2:19][CH2:18][CH2:17]2)=[CH:9][CH:8]=1.C(N(CC)CC)C.[CH:39]1([C:45](Cl)=[O:46])[CH2:44][CH2:43][CH2:42][CH2:41][CH2:40]1.C(=O)(O)[O-].[Na+]. Product: [CH3:1][O:2][C:3]1[CH:24]=[C:23]([O:25][CH:26]2[CH2:31][CH2:30][CH2:29][CH2:28][O:27]2)[CH:22]=[CH:21][C:4]=1[CH2:5][N:6]([C:7]1[CH:12]=[CH:11][C:10]([O:13][CH2:14][CH2:15][N:16]2[CH2:20][CH2:19][CH2:18][CH2:17]2)=[CH:9][CH:8]=1)[C:45]([CH:39]1[CH2:44][CH2:43][CH2:42][CH2:41][CH2:40]1)=[O:46]. The catalyst class is: 2.